From a dataset of Full USPTO retrosynthesis dataset with 1.9M reactions from patents (1976-2016). Predict the reactants needed to synthesize the given product. Given the product [OH:1][C:2]1([CH2:12][NH:13][C:14]([C:16]2[C:17]3[CH:18]=[CH:19][C:20]([N:41]4[CH2:42][CH2:43][C@H:39]([N:38]([CH3:44])[CH3:37])[CH2:40]4)=[N:21][C:22]=3[CH:23]=[CH:24][C:25]=2[Cl:26])=[O:15])[CH2:7][CH2:6][CH2:5][CH:4]([C:8]([F:9])([F:10])[F:11])[CH2:3]1, predict the reactants needed to synthesize it. The reactants are: [OH:1][C:2]1([CH2:12][NH:13][C:14]([C:16]2[C:17]3[CH:18]=[CH:19][C:20](Cl)=[N:21][C:22]=3[CH:23]=[CH:24][C:25]=2[Cl:26])=[O:15])[CH2:7][CH2:6][CH2:5][CH:4]([C:8]([F:11])([F:10])[F:9])[CH2:3]1.CCN(C(C)C)C(C)C.[CH3:37][N:38]([CH3:44])[C@H:39]1[CH2:43][CH2:42][NH:41][CH2:40]1.